The task is: Predict the reaction yield, written as a fraction of the theoretical maximum amount of product (1.0 means a 100% yield; for example, 0.34 means a 34% yield).. This data is from Reaction yield outcomes from USPTO patents with 853,638 reactions. (1) The reactants are Br[C:2]1[S:3][C:4]([NH:11][C:12]([O:14][C:15]([CH3:18])([CH3:17])[CH3:16])=[O:13])=[C:5]([C:7]([O:9][CH3:10])=[O:8])[N:6]=1.[F:19][C:20]1[C:25]([O:26][CH3:27])=[CH:24][CH:23]=[C:22]([F:28])[C:21]=1B(O)O.P([O-])([O-])([O-])=O.[K+].[K+].[K+]. The catalyst is C1(P(C2CCCCC2)C2C=CC=CC=2C2C(C(C)C)=CC(C(C)C)=CC=2C(C)C)CCCCC1.NC1C=CC=CC=1C1C=CC=CC=1[Pd]Cl. The product is [C:15]([O:14][C:12]([NH:11][C:4]1[S:3][C:2]([C:21]2[C:22]([F:28])=[CH:23][CH:24]=[C:25]([O:26][CH3:27])[C:20]=2[F:19])=[N:6][C:5]=1[C:7]([O:9][CH3:10])=[O:8])=[O:13])([CH3:18])([CH3:17])[CH3:16]. The yield is 0.390. (2) The reactants are [Br:1][C:2]1[CH:17]=[CH:16][C:5]([CH2:6][CH2:7][O:8][Si:9]([C:12]([CH3:15])([CH3:14])[CH3:13])([CH3:11])[CH3:10])=[C:4]([CH2:18]C)[CH:3]=1.Br[C:21]1C=C(C)C(CCO)=C(C)C=1.C([Si](Cl)(C)C)(C)(C)C. No catalyst specified. The product is [Br:1][C:2]1[CH:3]=[C:4]([CH3:18])[C:5]([CH2:6][CH2:7][O:8][Si:9]([C:12]([CH3:13])([CH3:14])[CH3:15])([CH3:10])[CH3:11])=[C:16]([CH3:21])[CH:17]=1. The yield is 0.800. (3) The reactants are [Cl:1][C:2]1[CH:11]=[CH:10][C:9]2[C:4](=[CH:5][CH:6]=[CH:7][C:8]=2C(=O)C=[N+]=[N-])[N:3]=1.CO.[C:19]([O:22][CH2:23]C)(=[O:21])[CH3:20]. The catalyst is C(N(CC)CC)C.C([O-])(=O)C1C=CC=CC=1.[Ag+]. The product is [CH3:23][O:22][C:19](=[O:21])[CH2:20][C:8]1[CH:7]=[CH:6][CH:5]=[C:4]2[C:9]=1[CH:10]=[CH:11][C:2]([Cl:1])=[N:3]2. The yield is 0.550. (4) The reactants are [NH2:1][C:2]1[C:10]([Br:11])=[C:9]2[C:5]([CH2:6][CH2:7][C:8]2=[O:12])=[CH:4][CH:3]=1.[C:13]1([S:19](Cl)(=[O:21])=[O:20])[CH:18]=[CH:17][CH:16]=[CH:15][CH:14]=1. The catalyst is N1C=CC=CC=1.C(Cl)Cl. The product is [Br:11][C:10]1[C:2]([NH:1][S:19]([C:13]2[CH:18]=[CH:17][CH:16]=[CH:15][CH:14]=2)(=[O:21])=[O:20])=[CH:3][CH:4]=[C:5]2[C:9]=1[C:8](=[O:12])[CH2:7][CH2:6]2. The yield is 0.350. (5) The yield is 0.990. The reactants are Cl[C:2]1[N:7]=[C:6]([NH2:8])[N:5]=[C:4]2[NH:9][N:10]=[CH:11][C:3]=12.[C:12](O)(=[O:14])C. The product is [CH3:12][O:14][C:2]1[N:7]=[C:6]([NH2:8])[N:5]=[C:4]2[NH:9][N:10]=[CH:11][C:3]=12. The catalyst is C[O-].[Na+]. (6) The reactants are C(OC(=O)[NH:7][CH:8]1[CH2:13][CH2:12][N:11]([CH2:14][C:15]2[CH:20]=[CH:19][C:18]([Cl:21])=[C:17]([O:22][CH2:23][CH3:24])[CH:16]=2)[CH2:10][CH2:9]1)(C)(C)C. The catalyst is C(O)C.Cl. The product is [Cl:21][C:18]1[CH:19]=[CH:20][C:15]([CH2:14][N:11]2[CH2:12][CH2:13][CH:8]([NH2:7])[CH2:9][CH2:10]2)=[CH:16][C:17]=1[O:22][CH2:23][CH3:24]. The yield is 0.570.